This data is from Reaction yield outcomes from USPTO patents with 853,638 reactions. The task is: Predict the reaction yield, written as a fraction of the theoretical maximum amount of product (1.0 means a 100% yield; for example, 0.34 means a 34% yield). (1) The reactants are [F:1][C:2]1[CH:3]=[C:4]([C:30]2[C:31]([C:36]#[N:37])=[CH:32][CH:33]=[CH:34][CH:35]=2)[CH:5]=[CH:6][C:7]=1[CH2:8][C:9]1[C:10](=[O:29])[N:11]([C@H:22]2[CH2:27][CH2:26][C@H:25]([OH:28])[CH2:24][CH2:23]2)[C:12]2[N:13]([N:18]=[C:19]([CH3:21])[N:20]=2)[C:14]=1[CH2:15][CH2:16][CH3:17].C(O[C:41](=O)[CH:42](C)[CH2:43][N+:44]#N)C.[OH-:48].[Na+].Cl. The catalyst is O1CCCC1.CO.C([O-])(=O)C.[Rh+].C1(C)C=CC=CC=1. The product is [C:36]([C:31]1[CH:32]=[CH:33][CH:34]=[CH:35][C:30]=1[C:4]1[CH:5]=[CH:6][C:7]([CH2:8][C:9]2[C:10](=[O:29])[N:11]([C@H:22]3[CH2:23][CH2:24][C@H:25]([O:28][CH:42]([CH3:41])[C:43]([NH2:44])=[O:48])[CH2:26][CH2:27]3)[C:12]3[N:13]([N:18]=[C:19]([CH3:21])[N:20]=3)[C:14]=2[CH2:15][CH2:16][CH3:17])=[C:2]([F:1])[CH:3]=1)#[N:37]. The yield is 0.650. (2) The product is [CH2:17]([C:25]1[CH:32]=[CH:31][C:28]([CH2:29][NH:1][CH2:2][CH2:3][CH2:4][PH:5](=[O:9])[OH:6])=[CH:27][CH:26]=1)[CH2:18][CH2:19][CH2:20][CH2:21][CH2:22][CH2:23][CH3:24]. The catalyst is CO. The reactants are [NH2:1][CH2:2][CH2:3][CH2:4][P:5](C(OCC)OCC)(=[O:9])[O:6]CC.[CH2:17]([C:25]1[CH:32]=[CH:31][C:28]([CH:29]=O)=[CH:27][CH:26]=1)[CH2:18][CH2:19][CH2:20][CH2:21][CH2:22][CH2:23][CH3:24]. The yield is 0.470. (3) The reactants are [NH2:1][C:2]1[C:7]([NH2:8])=[C:6]([C:9]2[CH:14]=[CH:13][C:12]([CH2:15][NH:16][C:17](=[O:23])[O:18][C:19]([CH3:22])([CH3:21])[CH3:20])=[C:11]([F:24])[CH:10]=2)[CH:5]=[CH:4][N:3]=1.[F:25][CH:26]1[CH2:31][CH2:30][N:29]([C:32]2[CH:33]=[CH:34][C:35]([CH:38]=O)=[N:36][CH:37]=2)[CH2:28][CH2:27]1. The catalyst is CN(C)C=O. The product is [F:24][C:11]1[CH:10]=[C:9]([C:6]2[CH:5]=[CH:4][N:3]=[C:2]3[NH:1][C:38]([C:35]4[CH:34]=[CH:33][C:32]([N:29]5[CH2:28][CH2:27][CH:26]([F:25])[CH2:31][CH2:30]5)=[CH:37][N:36]=4)=[N:8][C:7]=23)[CH:14]=[CH:13][C:12]=1[CH2:15][NH:16][C:17](=[O:23])[O:18][C:19]([CH3:20])([CH3:21])[CH3:22]. The yield is 0.710. (4) No catalyst specified. The yield is 0.690. The product is [C:11]1([CH2:17][C:18]([NH:1][C@H:2]([C:6]([OH:8])=[O:7])[CH:3]([CH3:5])[CH3:4])=[O:19])[CH:16]=[CH:15][CH:14]=[CH:13][CH:12]=1. The reactants are [NH2:1][C@H:2]([C:6]([OH:8])=[O:7])[CH:3]([CH3:5])[CH3:4].[OH-].[Na+].[C:11]1([CH2:17][C:18](Cl)=[O:19])[CH:16]=[CH:15][CH:14]=[CH:13][CH:12]=1.